Dataset: Forward reaction prediction with 1.9M reactions from USPTO patents (1976-2016). Task: Predict the product of the given reaction. Given the reactants [CH2:1]([O:5][C:6]1[CH:14]=[CH:13][C:9]([C:10](Cl)=O)=[CH:8][C:7]=1[N+:15]([O-:17])=[O:16])[CH:2]([CH3:4])[CH3:3].S(O)(O)(=O)=O.[NH2:23][C:24]1[C:29]([NH2:30])=[C:28]([NH2:31])[N:27]=[CH:26][N:25]=1.O, predict the reaction product. The product is: [NH2:31][C:28]1[N:27]=[CH:26][N:25]=[C:24]2[C:29]=1[NH:30][C:10]([C:9]1[CH:13]=[CH:14][C:6]([O:5][CH2:1][CH:2]([CH3:4])[CH3:3])=[C:7]([N+:15]([O-:17])=[O:16])[CH:8]=1)=[N:23]2.